From a dataset of Experimentally validated miRNA-target interactions with 360,000+ pairs, plus equal number of negative samples. Binary Classification. Given a miRNA mature sequence and a target amino acid sequence, predict their likelihood of interaction. (1) The miRNA is bta-miR-221 with sequence AGCUACAUUGUCUGCUGGGUUU. The protein sequence of the target gene is MGAAAKLAFAVFLISCSSGAILGRSETQECLFFNANWERDRTNQTGVEPCYGDKDKRRHCFATWKNISGSIEIVKQGCWLDDINCYDRTDCIEKKDSPEVYFCCCEGNMCNEKFSYFPEMEVTQPTSNPVTPKPPYYNILLYSLVPLMLIAGIVICAFWVYRHHKMAYPPVLVPTQDPGPPPPSPLLGLKPLQLLEVKARGRFGCVWKAQLLNEYVAVKIFPIQDKQSWQNEYEVYSLPGMKHENILQFIGAEKRGTSVDVDLWLITAFHEKGSLSDFLKANVVSWNELCHIAETMARGL.... Result: 0 (no interaction). (2) The miRNA is mmu-miR-883a-5p with sequence UGCUGAGAGAAGUAGCAGUUAC. The protein sequence of the target gene is MKTLMRHGLAVCLALTTMCTSLLLVYSSLGGQKERPPQQQQQQQQQQQQASATGSSQPAAESSTQQRPGVPAGPRPLDGYLGVADHKPLKMHCRDCALVTSSGHLLHSRQGSQIDQTECVIRMNDAPTRGYGRDVGNRTSLRVIAHSSIQRILRNRHDLLNVSQGTVFIFWGPSSYMRRDGKGQVYNNLHLLSQVLPRLKAFMITRHKMLQFDELFKQETGKDRKISNTWLSTGWFTMTIALELCDRINVYGMVPPDFCRDPNHPSVPYHYYEPFGPDECTMYLSHERGRKGSHHRFITE.... Result: 0 (no interaction). (3) The miRNA is hsa-miR-3927-3p with sequence CAGGUAGAUAUUUGAUAGGCAU. The protein sequence of the target gene is MCDRKAVIKNADMSEEMQQDSVECATQALEKYNIEKDIAAHIKKEFDKKYNPTWHCIVGRNFGSYVTHETKHFIYFYLGQVAILLFKSG. Result: 1 (interaction). (4) The miRNA is hsa-miR-4732-3p with sequence GCCCUGACCUGUCCUGUUCUG. The protein sequence of the target gene is MVPGVPLPPEIQLAQRLAGNEQVTRDRALRKLRKYIEARSQRATGGFTPDELLKVWKGLFYCMWMQDKPLQQEELGRTIAQLVHAFHTTEAQHQFLKAFWQTMIREWVGIDRLRLDKFYMLMRMVLSESLKAVKARGWDERQIEQLLELLTTEILNPDSQAPSGVKSHFLEIFLEELAKVGAAELTADQNLQFIDPFCQIAARTKDSQVLHKIIQSIFQTIVEQAPLAIEDIMNELDTQSGEGEASDGDDGEASDGDDGEASDDDDGEASDGGDGDVADSDDSDGADDDDGDVSDGDGGD.... Result: 0 (no interaction). (5) The miRNA is hsa-miR-496 with sequence UGAGUAUUACAUGGCCAAUCUC. The protein sequence of the target gene is MQKSCDENEGTPQNTPKADEGHPSEDPPQQAGETLQASGENVREETEGSHRGEPAEPSPEPKEDTPARHLNPEEVIRGVDELERLREEIRRVRNKFVLMHWKQRHSRSRPYPVCFRP. Result: 0 (no interaction). (6) The miRNA is dre-miR-10a-5p with sequence UACCCUGUAGAUCCGAAUUUGU. The protein sequence of the target gene is MTATEALLRVLLLLLAFGHSTYGAECFPACNPQNGFCEDDNVCRCQPGWQGPLCDQCVTSPGCLHGLCGEPGQCICTDGWDGELCDRDVRACSSAPCANNRTCVSLDDGLYECSCAPGYSGKDCQKKDGPCVINGSPCQHGGTCVDDEGRASHASCLCPPGFSGNFCEIVANSCTPNPCENDGVCTDIGGDFRCRCPAGFIDKTCSRPVTNCASSPCQNGGTCLQHTQVSYECLCKPEFTGLTCVKKRALSPQQVTRLPSGYGLAYRLTPGVHELPVQQPEHRILKVSMKELNKKTPLLT.... Result: 0 (no interaction). (7) The miRNA is cel-miR-55-3p with sequence UACCCGUAUAAGUUUCUGCUGAG. The protein sequence of the target gene is MERAESSSTEPAKAIKPIDRKSVHQICSGQVVLSLSTAVKELVENSLDAGATNIDLKLKDYGVDLIEVSDNGCGVEEENFEGLTLKHHTSKIQEFADLTQVETFGFRGEALSSLCALSDVTISTCHASAKVGTRLMFDHNGKIIQKTPYPRPRGTTVSVQQLFSTLPVRHKEFQRNIKKEYAKMVQVLHAYCIISAGIRVSCTNQLGQGKRQPVVCTGGSPSIKENIGSVFGQKQLQSLIPFVQLPPSDSVCEEYGLSCSDALHNLFYISGFISQCTHGVGRSSTDRQFFFINRRPCDPA.... Result: 0 (no interaction).